From a dataset of Catalyst prediction with 721,799 reactions and 888 catalyst types from USPTO. Predict which catalyst facilitates the given reaction. (1) Reactant: [CH3:1][O:2][C:3]1[CH:22]=[CH:21][C:6]([CH2:7][N:8]2[C:12]([NH2:13])=[C:11]([C:14]3[CH:15]=[N:16][C:17](F)=[CH:18][CH:19]=3)[CH:10]=[N:9]2)=[CH:5][CH:4]=1.[NH:23]1[CH2:28][CH2:27][CH2:26][CH2:25][CH2:24]1. Product: [CH3:1][O:2][C:3]1[CH:22]=[CH:21][C:6]([CH2:7][N:8]2[C:12]([NH2:13])=[C:11]([C:14]3[CH:15]=[N:16][C:17]([N:23]4[CH2:28][CH2:27][CH2:26][CH2:25][CH2:24]4)=[CH:18][CH:19]=3)[CH:10]=[N:9]2)=[CH:5][CH:4]=1. The catalyst class is: 16. (2) Reactant: [CH2:1]([O:8][C:9]1[CH:10]=[C:11]([CH:15]=[CH:16][CH:17]=1)[C:12]([OH:14])=O)[CH2:2][CH2:3][CH2:4][CH2:5][CH2:6][CH3:7].S(Cl)(Cl)=O.[NH2:22][C:23]1[CH:28]=[CH:27][CH:26]=[CH:25][C:24]=1[S:29]([NH2:32])(=[O:31])=[O:30]. Product: [CH2:1]([O:8][C:9]1[CH:10]=[C:11]([CH:15]=[CH:16][CH:17]=1)[C:12]([NH:22][C:23]1[CH:28]=[CH:27][CH:26]=[CH:25][C:24]=1[S:29](=[O:31])(=[O:30])[NH2:32])=[O:14])[CH2:2][CH2:3][CH2:4][CH2:5][CH2:6][CH3:7]. The catalyst class is: 48.